Dataset: Full USPTO retrosynthesis dataset with 1.9M reactions from patents (1976-2016). Task: Predict the reactants needed to synthesize the given product. (1) Given the product [CH3:1][O:2][N:3]=[C:23]1[C:16]2[C:17](=[N:18][CH:19]=[CH:20][C:15]=2[O:14][CH3:13])[O:21][CH2:22]1, predict the reactants needed to synthesize it. The reactants are: [CH3:1][O:2][N:3]=C1C2C=CN=NC=2OC1.[CH3:13][O:14][C:15]1[CH:20]=[CH:19][N:18]=[C:17]2[O:21][CH2:22][C:23](=O)[C:16]=12. (2) Given the product [CH3:1][O:2][C:3]1[CH:4]=[C:5]([C:12]2[CH2:17][CH2:16][CH:15]([N:18]3[CH2:23][CH2:22][NH:21][CH2:20][CH2:19]3)[CH2:14][CH:13]=2)[CH:6]=[CH:7][C:8]=1[N+:9]([O-:11])=[O:10], predict the reactants needed to synthesize it. The reactants are: [CH3:1][O:2][C:3]1[CH:4]=[C:5]([C:12]2[CH2:17][CH2:16][CH:15]([N:18]3[CH2:23][CH2:22][N:21](C(OC(C)(C)C)=O)[CH2:20][CH2:19]3)[CH2:14][CH:13]=2)[CH:6]=[CH:7][C:8]=1[N+:9]([O-:11])=[O:10].